Task: Predict the product of the given reaction.. Dataset: Forward reaction prediction with 1.9M reactions from USPTO patents (1976-2016) (1) Given the reactants Cl[C:2]1[CH:7]=[CH:6][N:5]=[C:4]([NH:8][C:9]2[CH:14]=[CH:13][C:12]([S:15]([N:18]([CH3:26])[CH:19]3[CH2:24][CH2:23][N:22]([CH3:25])[CH2:21][CH2:20]3)(=[O:17])=[O:16])=[CH:11][CH:10]=2)[N:3]=1.[F:27][C:28]1[CH:29]=[C:30]2[C:34](=[CH:35][CH:36]=1)[NH:33][CH2:32][CH2:31]2, predict the reaction product. The product is: [F:27][C:28]1[CH:29]=[C:30]2[C:34](=[CH:35][CH:36]=1)[N:33]([C:2]1[CH:7]=[CH:6][N:5]=[C:4]([NH:8][C:9]3[CH:14]=[CH:13][C:12]([S:15]([N:18]([CH3:26])[CH:19]4[CH2:24][CH2:23][N:22]([CH3:25])[CH2:21][CH2:20]4)(=[O:17])=[O:16])=[CH:11][CH:10]=3)[N:3]=1)[CH2:32][CH2:31]2. (2) Given the reactants [F:1][C:2]([F:40])([F:39])[C:3]1[CH:4]=[C:5]([CH:32]=[C:33]([C:35]([F:38])([F:37])[F:36])[CH:34]=1)[CH2:6][N:7]([CH2:11][C:12]1[CH:13]=[C:14]2[C:29]([CH3:30])=[N:28][N:27]([CH3:31])[C:15]2=[N:16][C:17]=1[N:18]([CH2:21][CH:22]1[CH2:26][CH2:25][CH2:24][CH2:23]1)[CH2:19][CH3:20])[C:8]([NH2:10])=[O:9], predict the reaction product. The product is: [F:40][C:2]([F:39])([F:1])[C:3]1[CH:4]=[C:5]([CH:32]=[C:33]([C:35]([F:37])([F:38])[F:36])[CH:34]=1)[CH2:6][N:7]([CH2:11][C:12]1[CH:13]=[C:14]2[C:29]([CH3:30])=[N:28][N:27]([CH3:31])[C:15]2=[N:16][C:17]=1[N:18]([CH2:21][CH:22]1[CH2:26][CH2:25][CH2:24][CH2:23]1)[CH2:19][CH3:20])[C:8]1[O:9][CH:34]=[C:3]([C:2]([F:40])([F:39])[F:1])[N:10]=1. (3) Given the reactants [NH2:1][C:2]1[C:6]2[C:7]([Br:13])=[C:8]([O:11][CH3:12])[CH:9]=[CH:10][C:5]=2[O:4][C:3]=1[C:14](=[O:25])[CH:15]=[CH:16][C:17]1[N:18]=[C:19]([CH:22]([CH3:24])[CH3:23])[S:20][CH:21]=1.CC(O)=O.OP(O)(O)=O, predict the reaction product. The product is: [Br:13][C:7]1[C:6]2[C:2]3[NH:1][CH:16]([C:17]4[N:18]=[C:19]([CH:22]([CH3:23])[CH3:24])[S:20][CH:21]=4)[CH2:15][C:14](=[O:25])[C:3]=3[O:4][C:5]=2[CH:10]=[CH:9][C:8]=1[O:11][CH3:12]. (4) Given the reactants [CH3:1][O:2][C:3]1[CH:11]=[CH:10][C:9]2[N:8]3[CH2:12][CH2:13][CH2:14][C:7]3=[CH:6][C:5]=2[CH:4]=1.OP(O)(O)=O.[CH3:20][N:21]1[CH2:26][CH2:25][C:24](=O)[CH2:23][CH2:22]1.[OH-].[NH4+], predict the reaction product. The product is: [CH3:1][O:2][C:3]1[CH:11]=[CH:10][C:9]2[N:8]3[CH2:12][CH2:13][CH2:14][C:7]3=[C:6]([C:24]3[CH2:25][CH2:26][N:21]([CH3:20])[CH2:22][CH:23]=3)[C:5]=2[CH:4]=1. (5) Given the reactants C([N:8]1[C@@H:13]2[C@H:14]([C:16]([N:18]3[CH2:23][CH2:22][CH2:21][CH2:20][CH2:19]3)=[O:17])[CH2:15][C@@:9]1([C:40]1[CH:45]=[CH:44][CH:43]=[CH:42][CH:41]=1)[C@H:10]([O:24][CH2:25][C:26]1[CH:31]=[C:30]([C:32]([F:35])([F:34])[F:33])[CH:29]=[C:28]([C:36]([F:39])([F:38])[F:37])[CH:27]=1)[CH2:11][CH2:12]2)C1C=CC=CC=1, predict the reaction product. The product is: [F:39][C:36]([F:37])([F:38])[C:28]1[CH:27]=[C:26]([CH2:25][O:24][C@@H:10]2[CH2:11][CH2:12][C@@H:13]3[NH:8][C@@:9]2([C:40]2[CH:45]=[CH:44][CH:43]=[CH:42][CH:41]=2)[CH2:15][C@H:14]3[C:16]([N:18]2[CH2:23][CH2:22][CH2:21][CH2:20][CH2:19]2)=[O:17])[CH:31]=[C:30]([C:32]([F:33])([F:35])[F:34])[CH:29]=1. (6) Given the reactants ClC1C=C2C(=CC=1)N([CH2:11][C:12]([O:14][C:15]([CH3:18])([CH3:17])[CH3:16])=[O:13])C(C)=C2C1C2C(=CC=CC=2)C(Cl)=NN=1.[Cl:31][C:32]1[C:41]2[C:36](=[CH:37][CH:38]=[CH:39][CH:40]=2)[C:35]([C:42]2[C:50]3[C:45](=[C:46]([F:55])[CH:47]=[C:48]([S:51]([CH3:54])(=[O:53])=[O:52])[CH:49]=3)[NH:44][C:43]=2[CH3:56])=[N:34][N:33]=1.C(=O)([O-])[O-].[K+].[K+].BrCC(OC(C)(C)C)=O, predict the reaction product. The product is: [Cl:31][C:32]1[C:41]2[C:36](=[CH:37][CH:38]=[CH:39][CH:40]=2)[C:35]([C:42]2[C:50]3[C:45](=[C:46]([F:55])[CH:47]=[C:48]([S:51]([CH3:54])(=[O:52])=[O:53])[CH:49]=3)[N:44]([CH2:11][C:12]([O:14][C:15]([CH3:18])([CH3:17])[CH3:16])=[O:13])[C:43]=2[CH3:56])=[N:34][N:33]=1. (7) Given the reactants C(Cl)CCl.N[C:6]1[C:11](/[CH:12]=[CH:13]/[C:14]([OH:16])=O)=[CH:10][CH:9]=[CH:8][N:7]=1.Cl.[CH3:18][C:19]1[C:27]2[C:22](=[CH:23][CH:24]=[CH:25][CH:26]=2)[CH2:21][C:20]=1[CH2:28][NH:29][CH3:30].C1C=CC2N(O)N=[N:37]C=2C=1.O.C(N(CC)CC)C, predict the reaction product. The product is: [NH2:37][C:8]1[N:7]=[CH:6][C:11](/[CH:12]=[CH:13]/[C:14]([N:29]([CH3:30])[CH2:28][C:20]2[CH2:21][C:22]3[C:27]([C:19]=2[CH3:18])=[CH:26][CH:25]=[CH:24][CH:23]=3)=[O:16])=[CH:10][CH:9]=1. (8) Given the reactants [CH3:1][N:2]1[CH:6]=[CH:5][N:4]=[CH:3]1.C([Li])CCC.[C:12]([O:16][C:17]([N:19]1[CH2:24][CH2:23][C:22](=[O:25])[CH2:21][CH2:20]1)=[O:18])([CH3:15])([CH3:14])[CH3:13], predict the reaction product. The product is: [OH:25][C:22]1([C:3]2[N:2]([CH3:1])[CH:6]=[CH:5][N:4]=2)[CH2:21][CH2:20][N:19]([C:17]([O:16][C:12]([CH3:15])([CH3:14])[CH3:13])=[O:18])[CH2:24][CH2:23]1. (9) Given the reactants Br[C:2]1[CH:3]=[C:4]([OH:8])[CH:5]=[CH:6][CH:7]=1.[C:9]1(B(O)O)[CH:14]=[CH:13][CH:12]=[CH:11][CH:10]=1.C(=O)([O-])[O-].[K+].[K+], predict the reaction product. The product is: [C:2]1([C:9]2[CH:14]=[CH:13][CH:12]=[CH:11][CH:10]=2)[CH:7]=[CH:6][CH:5]=[C:4]([OH:8])[CH:3]=1. (10) Given the reactants [H-].[Na+].[CH3:3][NH:4][C:5]1[CH:10]=[CH:9][CH:8]=[CH:7][N:6]=1.[Cl:11][C:12]1[CH:13]=[C:14]([N+:19]([O-:21])=[O:20])[CH:15]=[CH:16][C:17]=1F, predict the reaction product. The product is: [Cl:11][C:12]1[CH:13]=[C:14]([N+:19]([O-:21])=[O:20])[CH:15]=[CH:16][C:17]=1[N:4]([CH3:3])[C:5]1[CH:10]=[CH:9][CH:8]=[CH:7][N:6]=1.